Dataset: Reaction yield outcomes from USPTO patents with 853,638 reactions. Task: Predict the reaction yield, written as a fraction of the theoretical maximum amount of product (1.0 means a 100% yield; for example, 0.34 means a 34% yield). (1) The reactants are [NH2:1][C:2]1[S:3][CH:4]=[C:5]([CH2:11][O:12][CH2:13][O:14][CH3:15])[C:6]=1[S:7]([NH2:10])(=[O:9])=[O:8].CS[C:18](SC)=[C:19]1[C:28](=[O:29])[C:27]2[C:22](=[N:23][CH:24]=[CH:25][CH:26]=2)[N:21]([CH2:30][CH2:31][CH2:32][CH3:33])[C:20]1=[O:34].[C:37]1(C)C=CC=CC=1. No catalyst specified. The product is [OH:29][C:28]1[C:27]2[C:22](=[N:23][CH:24]=[CH:25][CH:26]=2)[N:21]([CH2:30][CH2:31][CH:32]([CH3:37])[CH3:33])[C:20](=[O:34])[C:19]=1[C:18]1[NH:1][C:2]2[S:3][CH:4]=[C:5]([CH2:11][O:12][CH2:13][O:14][CH3:15])[C:6]=2[S:7](=[O:8])(=[O:9])[N:10]=1. The yield is 0.490. (2) The reactants are [Br:1][C:2]1[CH:9]=[CH:8][C:5]([C:6]#[N:7])=[C:4]([O:10]C)[CH:3]=1.[Cl-].[Al+3].[Cl-].[Cl-]. The catalyst is C(Cl)Cl.C(OCC)(=O)C. The product is [Br:1][C:2]1[CH:9]=[CH:8][C:5]([C:6]#[N:7])=[C:4]([OH:10])[CH:3]=1. The yield is 0.952. (3) No catalyst specified. The yield is 0.240. The reactants are C(NC(C)C)(C)C.C([Li])CCC.[CH2:13]([O:15][C:16](=[O:24])[CH:17]([CH:19]1CCO[CH2:20]1)[CH3:18])[CH3:14].C(Br)=C.Cl.[O:29]1[CH2:33][CH2:32][CH2:31][CH2:30]1. The product is [CH2:13]([O:15][C:16](=[O:24])[C:17]([CH3:18])([CH:31]1[CH2:32][CH2:33][O:29][CH2:30]1)[CH:19]=[CH2:20])[CH3:14].